This data is from Forward reaction prediction with 1.9M reactions from USPTO patents (1976-2016). The task is: Predict the product of the given reaction. Given the reactants C(O[C:4]1[C:5](=[O:12])[C:6](=[O:11])[C:7]=1[O:8][CH2:9][CH3:10])C.[Br:13][C:14]1[CH:15]=[C:16]([CH:18]=[CH:19][CH:20]=1)[NH2:17], predict the reaction product. The product is: [Br:13][C:14]1[CH:15]=[C:16]([NH:17][C:4]2[C:5](=[O:12])[C:6](=[O:11])[C:7]=2[O:8][CH2:9][CH3:10])[CH:18]=[CH:19][CH:20]=1.